From a dataset of Reaction yield outcomes from USPTO patents with 853,638 reactions. Predict the reaction yield, written as a fraction of the theoretical maximum amount of product (1.0 means a 100% yield; for example, 0.34 means a 34% yield). The product is [C:1]([C:5]1[CH:13]=[C:12]2[C:8](=[C:7]([C:16]3[CH:21]=[C:20]([C:22]([CH3:25])([CH3:24])[CH3:23])[CH:19]=[C:18]([C:26]([CH3:29])([CH3:28])[CH3:27])[CH:17]=3)[C:6]=1[O:30][CH3:31])[CH2:9][C:10]([CH3:15])=[CH:11]2)([CH3:4])([CH3:3])[CH3:2]. The catalyst is C1COCC1.C1(C)C=CC=CC=1. The reactants are [C:1]([C:5]1[CH:13]=[C:12]2[C:8]([CH2:9][CH:10]([CH3:15])[C:11]2=O)=[C:7]([C:16]2[CH:21]=[C:20]([C:22]([CH3:25])([CH3:24])[CH3:23])[CH:19]=[C:18]([C:26]([CH3:29])([CH3:28])[CH3:27])[CH:17]=2)[C:6]=1[O:30][CH3:31])([CH3:4])([CH3:3])[CH3:2].[BH4-].[Na+].CO.CC1C=CC(S(O)(=O)=O)=CC=1. The yield is 0.990.